Task: Predict the reaction yield, written as a fraction of the theoretical maximum amount of product (1.0 means a 100% yield; for example, 0.34 means a 34% yield).. Dataset: Reaction yield outcomes from USPTO patents with 853,638 reactions The reactants are C([N:8]1[CH2:13][CH2:12][C:11]2([CH:17]([C:18]3[CH:23]=[CH:22][C:21]([CH:24]([CH3:26])[CH3:25])=[CH:20][CH:19]=3)[C:16]3[C:27]([CH3:33])=[CH:28][C:29]([CH3:32])=[C:30]([CH3:31])[C:15]=3[O:14]2)[CH2:10][CH2:9]1)C1C=CC=CC=1.[Cl:34]C(OC(Cl)C)=O. The catalyst is O1CCCC1. The product is [ClH:34].[CH:24]([C:21]1[CH:22]=[CH:23][C:18]([CH:17]2[C:11]3([CH2:10][CH2:9][NH:8][CH2:13][CH2:12]3)[O:14][C:15]3[C:30]([CH3:31])=[C:29]([CH3:32])[CH:28]=[C:27]([CH3:33])[C:16]2=3)=[CH:19][CH:20]=1)([CH3:26])[CH3:25]. The yield is 0.810.